From a dataset of Forward reaction prediction with 1.9M reactions from USPTO patents (1976-2016). Predict the product of the given reaction. (1) Given the reactants [Br:1]Br.[CH3:3][C:4]1[CH:9]=[C:8]([C:10](=[O:12])[CH3:11])[CH:7]=[CH:6][N:5]=1, predict the reaction product. The product is: [Br:1][CH2:11][C:10]([C:8]1[CH:7]=[CH:6][N:5]=[C:4]([CH3:3])[CH:9]=1)=[O:12]. (2) Given the reactants [CH3:1][O:2][C:3]1[CH:4]=[C:5]2[C:10](=[CH:11][C:12]=1[O:13][CH3:14])[N:9]=[CH:8][CH:7]=[C:6]2[O:15][C:16]1[CH:22]=[CH:21][C:19]([NH2:20])=[CH:18][CH:17]=1.C1(C)C=CC=CC=1.C(N(CC)CC)C.Cl[C:38](Cl)([O:40][C:41](=[O:47])OC(Cl)(Cl)Cl)Cl.[CH3:49][C:50]1[CH:55]=[CH:54][C:53]([CH3:56])=[CH:52][C:51]=1[S:57][CH:58](C)[CH2:59]O, predict the reaction product. The product is: [CH3:1][O:2][C:3]1[CH:4]=[C:5]2[C:10](=[CH:11][C:12]=1[O:13][CH3:14])[N:9]=[CH:8][CH:7]=[C:6]2[O:15][C:16]1[CH:22]=[CH:21][C:19]([NH:20][C:41](=[O:47])[O:40][CH2:38][CH2:59][CH2:58][S:57][C:51]2[CH:52]=[C:53]([CH3:56])[CH:54]=[CH:55][C:50]=2[CH3:49])=[CH:18][CH:17]=1. (3) Given the reactants [Cl:1][C:2]1[CH:3]=[C:4]([CH:8]=[C:9]([C:11]#[N:12])[CH:10]=1)[C:5](O)=[O:6].C(Cl)(=O)C([Cl:16])=O, predict the reaction product. The product is: [Cl:1][C:2]1[CH:3]=[C:4]([CH:8]=[C:9]([C:11]#[N:12])[CH:10]=1)[C:5]([Cl:16])=[O:6]. (4) Given the reactants Cl[Pd:2]Cl.[Li+].[Cl-].CC([O-])=O.[Na+].[S:11]1([C:22]2[C:17](=[CH:18][CH:19]=[CH:20][CH:21]=2)[C:15](=[O:16])[NH:14]1)(=[O:13])=[O:12], predict the reaction product. The product is: [Pd:2].[S:11]1([C:22]2[C:17](=[CH:18][CH:19]=[CH:20][CH:21]=2)[C:15](=[O:16])[NH:14]1)(=[O:12])=[O:13]. (5) Given the reactants Cl[CH2:2][C:3]([NH:5][C:6]1[S:7][C:8]2[N:9]=[C:10]([NH:15][C:16]3[CH:17]=[C:18]([NH:23][C:24](=[O:36])[C:25]4[CH:30]=[CH:29][CH:28]=[C:27]([C:31]([C:34]#[N:35])([CH3:33])[CH3:32])[CH:26]=4)[CH:19]=[CH:20][C:21]=3[CH3:22])[N:11]=[CH:12][C:13]=2[N:14]=1)=[O:4].CN(C)C=O.C(N(CC)CC)C.[CH3:49][N:50]1[CH2:55][CH2:54][NH:53][CH2:52][CH2:51]1, predict the reaction product. The product is: [C:34]([C:31]([C:27]1[CH:26]=[C:25]([CH:30]=[CH:29][CH:28]=1)[C:24]([NH:23][C:18]1[CH:19]=[CH:20][C:21]([CH3:22])=[C:16]([NH:15][C:10]2[N:11]=[CH:12][C:13]3[N:14]=[C:6]([NH:5][C:3](=[O:4])[CH2:2][N:53]4[CH2:54][CH2:55][N:50]([CH3:49])[CH2:51][CH2:52]4)[S:7][C:8]=3[N:9]=2)[CH:17]=1)=[O:36])([CH3:32])[CH3:33])#[N:35]. (6) Given the reactants CC(OC([N:8]1[CH2:13][CH:12]([C:14]([OH:16])=[O:15])[O:11][CH2:10][CH2:9]1)=O)(C)C.[ClH:17], predict the reaction product. The product is: [ClH:17].[NH:8]1[CH2:9][CH2:10][O:11][CH:12]([C:14]([OH:16])=[O:15])[CH2:13]1.